This data is from Peptide-MHC class II binding affinity with 134,281 pairs from IEDB. The task is: Regression. Given a peptide amino acid sequence and an MHC pseudo amino acid sequence, predict their binding affinity value. This is MHC class II binding data. (1) The peptide sequence is ESLHNPYPDYHWLRT. The MHC is HLA-DQA10101-DQB10501 with pseudo-sequence HLA-DQA10101-DQB10501. The binding affinity (normalized) is 0.352. (2) The binding affinity (normalized) is 0.148. The MHC is HLA-DQA10301-DQB10302 with pseudo-sequence HLA-DQA10301-DQB10302. The peptide sequence is IPAGELQIIDKIDAA. (3) The peptide sequence is AAATAGTTVYGAFAA. The MHC is HLA-DQA10102-DQB10602 with pseudo-sequence HLA-DQA10102-DQB10602. The binding affinity (normalized) is 0.790.